This data is from Catalyst prediction with 721,799 reactions and 888 catalyst types from USPTO. The task is: Predict which catalyst facilitates the given reaction. (1) Reactant: [CH:1]1([C:4]2[N:9]=[C:8]3[N:10](S(C4C=CC(C)=CC=4)(=O)=O)[CH:11]=[C:12]([C:13]4[C:14]([CH3:27])=[N:15][N:16]([CH2:19][C:20]5[CH:25]=[CH:24][CH:23]=[C:22]([F:26])[CH:21]=5)[C:17]=4[CH3:18])[C:7]3=[CH:6][C:5]=2[C:38]2[CH:43]=[CH:42][C:41]([N:44]3[CH2:49][CH2:48][N:47]([C:50]([O:52][C:53]([CH3:56])([CH3:55])[CH3:54])=[O:51])[CH2:46][CH2:45]3)=[CH:40][CH:39]=2)[CH2:3][CH2:2]1.[OH-].[Li+]. Product: [CH:1]1([C:4]2[N:9]=[C:8]3[NH:10][CH:11]=[C:12]([C:13]4[C:14]([CH3:27])=[N:15][N:16]([CH2:19][C:20]5[CH:25]=[CH:24][CH:23]=[C:22]([F:26])[CH:21]=5)[C:17]=4[CH3:18])[C:7]3=[CH:6][C:5]=2[C:38]2[CH:43]=[CH:42][C:41]([N:44]3[CH2:45][CH2:46][N:47]([C:50]([O:52][C:53]([CH3:56])([CH3:55])[CH3:54])=[O:51])[CH2:48][CH2:49]3)=[CH:40][CH:39]=2)[CH2:2][CH2:3]1. The catalyst class is: 24. (2) Reactant: [OH:1][C:2]1[CH:3]=[C:4]([CH:9]=[C:10]([O:12][CH3:13])[CH:11]=1)[C:5]([O:7][CH3:8])=[O:6].[CH2:14]1[O:17][CH:15]1C.[C:18]([O-])([O-])=O.[K+].[K+]. Product: [OH:17][C@H:15]([CH3:14])[CH2:13][O:12][C:10]1[CH:9]=[C:4]([CH:3]=[C:2]([O:1][CH3:18])[CH:11]=1)[C:5]([O:7][CH3:8])=[O:6]. The catalyst class is: 3. (3) Reactant: Br[C:2]1[C:3]([NH2:19])=[N:4][C:5]([C:14]2[O:15][CH:16]=[CH:17][CH:18]=2)=[C:6]([C:8]2[CH:13]=[CH:12][N:11]=[CH:10][CH:9]=2)[N:7]=1.[CH3:20][O-:21].[Na+]. Product: [O:15]1[CH:16]=[CH:17][CH:18]=[C:14]1[C:5]1[N:4]=[C:3]([NH2:19])[C:2]([O:21][CH3:20])=[N:7][C:6]=1[C:8]1[CH:13]=[CH:12][N:11]=[CH:10][CH:9]=1. The catalyst class is: 5. (4) Reactant: [C:1]([NH2:9])(=[O:8])[C:2]1[CH:7]=[CH:6][CH:5]=[CH:4][CH:3]=1.O.[C:11]([OH:15])(=[O:14])[CH:12]=[O:13]. Product: [C:1]([NH:9][CH:12]([OH:13])[C:11]([OH:15])=[O:14])(=[O:8])[C:2]1[CH:7]=[CH:6][CH:5]=[CH:4][CH:3]=1. The catalyst class is: 21. (5) Reactant: [H-].[Na+].[Cl:3][C:4]1[C:5]([NH:12][C@@H:13]2[CH2:17][CH2:16][N:15]([C:18]([O:20][C:21]([CH3:24])([CH3:23])[CH3:22])=[O:19])[CH2:14]2)=[N:6][CH:7]=[C:8]([CH:10]=O)[CH:9]=1.[C:25]([O:28][CH2:29][CH3:30])([CH3:27])=[O:26].O. Product: [Cl:3][C:4]1[C:5]([NH:12][C@@H:13]2[CH2:17][CH2:16][N:15]([C:18]([O:20][C:21]([CH3:24])([CH3:23])[CH3:22])=[O:19])[CH2:14]2)=[N:6][CH:7]=[C:8](/[CH:10]=[CH:27]/[C:25]([O:28][CH2:29][CH3:30])=[O:26])[CH:9]=1. The catalyst class is: 1. (6) Reactant: [F:1][C:2]([F:27])([F:26])[C:3]1[CH:4]=[C:5]([NH:9][C:10]([C:12]2[CH:13]=[C:14]3[C:19](=[CH:20][CH:21]=2)[C:18](I)=[N:17][N:16]=[C:15]3[N:23]([CH3:25])[CH3:24])=[O:11])[CH:6]=[CH:7][CH:8]=1.[C:28]([Cu])#[N:29]. Product: [F:1][C:2]([F:27])([F:26])[C:3]1[CH:4]=[C:5]([NH:9][C:10]([C:12]2[CH:13]=[C:14]3[C:19](=[CH:20][CH:21]=2)[C:18]([C:28]#[N:29])=[N:17][N:16]=[C:15]3[N:23]([CH3:25])[CH3:24])=[O:11])[CH:6]=[CH:7][CH:8]=1. The catalyst class is: 17. (7) Reactant: [NH2:1][S:2]([C:5]1[C:10]([OH:11])=[C:9]([N+:12]([O-])=O)[N:8]=[CH:7][C:6]=1[Cl:15])(=[O:4])=[O:3]. Product: [NH2:1][S:2]([C:5]1[C:10]([OH:11])=[C:9]([NH2:12])[N:8]=[CH:7][C:6]=1[Cl:15])(=[O:3])=[O:4]. The catalyst class is: 78. (8) Reactant: [C:1]1([S:7]([NH:10][C:11]2[CH:18]=[CH:17][C:14]([CH2:15][OH:16])=[CH:13][C:12]=2[O:19][CH3:20])(=[O:9])=[O:8])[CH:6]=[CH:5][CH:4]=[CH:3][CH:2]=1. Product: [C:1]1([S:7]([NH:10][C:11]2[CH:18]=[CH:17][C:14]([CH:15]=[O:16])=[CH:13][C:12]=2[O:19][CH3:20])(=[O:9])=[O:8])[CH:2]=[CH:3][CH:4]=[CH:5][CH:6]=1. The catalyst class is: 485. (9) Reactant: Cl[C:2]1[N:3]=[C:4]([NH:11][C:12]2[CH:17]=[CH:16][CH:15]=[C:14]([N:18]3[CH2:22][CH2:21][CH2:20][C@@H:19]3[CH3:23])[CH:13]=2)[C:5]2[N:10]=[CH:9][S:8][C:6]=2[N:7]=1.CC1(C)C(C)(C)OB([C:32]2[CH:33]=[C:34]([CH:50]=[CH:51][CH:52]=2)[CH2:35][NH:36][CH:37]2[CH2:42][CH2:41][N:40]([C:43]([O:45][C:46]([CH3:49])([CH3:48])[CH3:47])=[O:44])[CH2:39][CH2:38]2)O1.C([O-])([O-])=O.[Na+].[Na+]. Product: [CH3:23][C@H:19]1[CH2:20][CH2:21][CH2:22][N:18]1[C:14]1[CH:13]=[C:12]([NH:11][C:4]2[C:5]3[N:10]=[CH:9][S:8][C:6]=3[N:7]=[C:2]([C:32]3[CH:33]=[C:34]([CH:50]=[CH:51][CH:52]=3)[CH2:35][NH:36][CH:37]3[CH2:42][CH2:41][N:40]([C:43]([O:45][C:46]([CH3:48])([CH3:49])[CH3:47])=[O:44])[CH2:39][CH2:38]3)[N:3]=2)[CH:17]=[CH:16][CH:15]=1. The catalyst class is: 70. (10) Reactant: [CH3:1][C:2]1[CH:3]=[C:4]([NH:13][C:14]2[N:19]=[C:18]([C:20]([F:23])([F:22])[F:21])[CH:17]=[CH:16][N:15]=2)[CH:5]=[C:6]([C:8]2[S:12][CH:11]=[N:10][CH:9]=2)[CH:7]=1.[Li+].CC([N-]C(C)C)C.[CH3:32][C:33]1([CH3:44])[C:42](=[O:43])[CH2:41][CH2:40][CH2:39][C:34]21[O:38][CH2:37][CH2:36][O:35]2. Product: [CH3:32][C:33]1([CH3:44])[C:42]([C:11]2[S:12][C:8]([C:6]3[CH:5]=[C:4]([NH:13][C:14]4[N:19]=[C:18]([C:20]([F:21])([F:23])[F:22])[CH:17]=[CH:16][N:15]=4)[CH:3]=[C:2]([CH3:1])[CH:7]=3)=[CH:9][N:10]=2)([OH:43])[CH2:41][CH2:40][CH2:39][C:34]21[O:35][CH2:36][CH2:37][O:38]2. The catalyst class is: 683.